From a dataset of Forward reaction prediction with 1.9M reactions from USPTO patents (1976-2016). Predict the product of the given reaction. (1) Given the reactants [NH:1]1[CH2:5][CH2:4][N:3]=[C:2]1[CH2:6][CH:7]([C:14]1[CH:15]=[C:16]([CH2:20][OH:21])[CH:17]=[CH:18][CH:19]=1)[C:8]1[CH:13]=[CH:12][CH:11]=[CH:10][N:9]=1.[C:22]([C:30]1[CH:35]=[CH:34][C:33](O)=[CH:32][CH:31]=1)(=[O:29])[C:23]1[CH:28]=[CH:27][CH:26]=[CH:25][CH:24]=1.C1(P(C2C=CC=CC=2)C2C=CC=CC=2)C=CC=CC=1.N(C(OCC)=O)=NC(OCC)=O, predict the reaction product. The product is: [NH:3]1[CH2:4][CH2:5][N:1]=[C:2]1[CH2:6][CH:7]([C:14]1[CH:15]=[C:16]([CH:17]=[CH:18][CH:19]=1)[CH2:20][O:21][C:33]1[CH:34]=[CH:35][C:30]([C:22]([C:23]2[CH:28]=[CH:27][CH:26]=[CH:25][CH:24]=2)=[O:29])=[CH:31][CH:32]=1)[C:8]1[CH:13]=[CH:12][CH:11]=[CH:10][N:9]=1. (2) Given the reactants [I-].[Na+].[N:3]([CH2:6][CH2:7][NH:8][C:9]1[C:10]([C:14]2[N:18]([C:19]3[CH:24]=[CH:23][C:22]([F:25])=[C:21]([Br:26])[CH:20]=3)[C:17](=[O:27])[O:16][N:15]=2)=[N:11][O:12][N:13]=1)=[N+]=[N-].[Cl:28][Si](C)(C)C.O.O.O.O.O.S([O-])([O-])(=O)=S.[Na+].[Na+].C(=O)([O-])[O-].[K+].[K+].C(OC(OC(C)(C)C)=O)(OC(C)(C)C)=O, predict the reaction product. The product is: [ClH:28].[NH2:3][CH2:6][CH2:7][NH:8][C:9]1[C:10]([C:14]2[N:18]([C:19]3[CH:24]=[CH:23][C:22]([F:25])=[C:21]([Br:26])[CH:20]=3)[C:17](=[O:27])[O:16][N:15]=2)=[N:11][O:12][N:13]=1. (3) Given the reactants [Si]([O:8][CH2:9][CH2:10][CH:11]([CH3:31])[CH:12]([C:23]1[CH:28]=[C:27]([F:29])[CH:26]=[CH:25][C:24]=1[F:30])[S:13]([C:16]1[CH:21]=[CH:20][C:19]([Cl:22])=[CH:18][CH:17]=1)(=[O:15])=[O:14])(C(C)(C)C)(C)C.N1C=CC=CC=1.F.C(OCC)(=O)C.CCCCCC, predict the reaction product. The product is: [Cl:22][C:19]1[CH:18]=[CH:17][C:16]([S:13]([CH:12]([C:23]2[CH:28]=[C:27]([F:29])[CH:26]=[CH:25][C:24]=2[F:30])[CH:11]([CH3:31])[CH2:10][CH2:9][OH:8])(=[O:15])=[O:14])=[CH:21][CH:20]=1. (4) Given the reactants C(OC([N:11]1[CH2:16][CH2:15][CH:14]([N:17]2[C:25]3[CH2:24][CH2:23][N:22]([C:26]([O:28][C:29]([CH3:32])([CH3:31])[CH3:30])=[O:27])[CH2:21][C:20]=3[C:19]([N:33]3[C:42]4[C:37](=[CH:38][C:39]([C:46]5[CH:47]=[N:48][N:49]([CH3:51])[CH:50]=5)=[C:40]([CH:43]([F:45])[F:44])[CH:41]=4)[CH2:36][CH2:35][CH2:34]3)=[N:18]2)[CH2:13][CH2:12]1)=O)C1C=CC=CC=1, predict the reaction product. The product is: [F:45][CH:43]([F:44])[C:40]1[CH:41]=[C:42]2[C:37]([CH2:36][CH2:35][CH2:34][N:33]2[C:19]2[C:20]3[CH2:21][N:22]([C:26]([O:28][C:29]([CH3:32])([CH3:31])[CH3:30])=[O:27])[CH2:23][CH2:24][C:25]=3[N:17]([CH:14]3[CH2:13][CH2:12][NH:11][CH2:16][CH2:15]3)[N:18]=2)=[CH:38][C:39]=1[C:46]1[CH:47]=[N:48][N:49]([CH3:51])[CH:50]=1. (5) Given the reactants C(N(CC)CC)C.[CH3:8][C:9]1([CH3:24])[CH2:18][CH2:17][C:16]([CH3:20])([CH3:19])[C:15]2[CH:14]=[C:13]([C:21](Cl)=[O:22])[CH:12]=[CH:11][C:10]1=2.[CH:25]1([NH:29][C:30](=[O:39])[C:31]2[CH:36]=[CH:35][C:34]([CH2:37][OH:38])=[CH:33][CH:32]=2)[CH2:28][CH2:27][CH2:26]1.O, predict the reaction product. The product is: [CH3:8][C:9]1([CH3:24])[CH2:18][CH2:17][C:16]([CH3:20])([CH3:19])[C:15]2[CH:14]=[C:13]([C:21]([O:38][CH2:37][C:34]3[CH:33]=[CH:32][C:31]([C:30]([NH:29][CH:25]4[CH2:28][CH2:27][CH2:26]4)=[O:39])=[CH:36][CH:35]=3)=[O:22])[CH:12]=[CH:11][C:10]1=2. (6) Given the reactants [Br:1][C:2]1[CH:7]=[C:6]([N+:8]([O-:10])=[O:9])[CH:5]=[CH:4][C:3]=1F.[CH3:12][S-:13].[Na+], predict the reaction product. The product is: [Br:1][C:2]1[CH:7]=[C:6]([N+:8]([O-:10])=[O:9])[CH:5]=[CH:4][C:3]=1[S:13][CH3:12]. (7) Given the reactants Br[C:2]1[CH:3]=[C:4]([C@@H:8]2[C@@H:13]([OH:14])[C@@H:12]([OH:15])[C@H:11]([OH:16])[C@@H:10]([CH2:17][OH:18])[O:9]2)[CH:5]=[CH:6][CH:7]=1.C(Cl)Cl.P([O-])([O-])([O-])=O.[K+].[K+].[K+], predict the reaction product. The product is: [C:8]([O:18][CH2:17][C@@H:10]1[C@@H:11]([O:16][C:13](=[O:14])[CH3:12])[C@H:12]([OH:15])[C@H:13]([OH:14])[C@@H:8]([C:4]2[CH:5]=[CH:6][C:7]([C:6]3[CH:7]=[CH:2][CH:3]=[C:4]([C@@H:8]4[C@@H:13]([OH:14])[C@@H:12]([OH:15])[C@H:11]([OH:16])[C@@H:10]([CH2:17][OH:18])[O:9]4)[CH:5]=3)=[CH:2][CH:3]=2)[O:9]1)(=[O:9])[CH3:4]. (8) Given the reactants [F:1][C:2]1[CH:7]=[CH:6][C:5]([F:8])=[CH:4][C:3]=1[C:9]1[CH2:17][N:12]2C(=O)[O:14][CH2:15][C:11]2([C:18]2[CH:23]=[CH:22][CH:21]=[CH:20][CH:19]=2)[CH:10]=1.CCOC(C)=O.N1C=CN=C1.[CH3:35][C:36]([Si:39](Cl)([CH3:41])[CH3:40])([CH3:38])[CH3:37], predict the reaction product. The product is: [Si:39]([O:14][CH2:15][C:11]1([C:18]2[CH:23]=[CH:22][CH:21]=[CH:20][CH:19]=2)[CH:10]=[C:9]([C:3]2[CH:4]=[C:5]([F:8])[CH:6]=[CH:7][C:2]=2[F:1])[CH2:17][NH:12]1)([C:36]([CH3:38])([CH3:37])[CH3:35])([CH3:41])[CH3:40].